From a dataset of Reaction yield outcomes from USPTO patents with 853,638 reactions. Predict the reaction yield, written as a fraction of the theoretical maximum amount of product (1.0 means a 100% yield; for example, 0.34 means a 34% yield). (1) The reactants are [Cl-].O[NH3+:3].[C:4](=[O:7])([O-])[OH:5].[Na+].CS(C)=O.[CH2:13]([C:17]1[N:18]([CH2:32][C:33]2[CH:38]=[CH:37][C:36]([C:39]3[C:40]([C:45]#[N:46])=[CH:41][CH:42]=[CH:43][CH:44]=3)=[CH:35][C:34]=2[F:47])[C:19](=[O:31])[C:20]([C:24]2[CH:29]=[CH:28][C:27]([F:30])=[CH:26][CH:25]=2)=[C:21]([CH3:23])[N:22]=1)[CH2:14][CH2:15][CH3:16]. The catalyst is O. The product is [CH2:13]([C:17]1[N:18]([CH2:32][C:33]2[CH:38]=[CH:37][C:36]([C:39]3[CH:44]=[CH:43][CH:42]=[CH:41][C:40]=3[C:45]3[NH:3][C:4](=[O:7])[O:5][N:46]=3)=[CH:35][C:34]=2[F:47])[C:19](=[O:31])[C:20]([C:24]2[CH:25]=[CH:26][C:27]([F:30])=[CH:28][CH:29]=2)=[C:21]([CH3:23])[N:22]=1)[CH2:14][CH2:15][CH3:16]. The yield is 0.730. (2) The reactants are [CH3:1][O:2][C:3]1[CH:22]=[CH:21][C:6]([CH2:7][N:8]2[CH:12]=[C:11]([C:13]3[CH:18]=[CH:17][N:16]=[C:15](SC)[N:14]=3)[CH:10]=[N:9]2)=[CH:5][CH:4]=1.C1C=C(Cl)C=C(C(OO)=O)C=1.[NH2:34][C:35]1[CH:36]=[C:37]([OH:42])[CH:38]=[CH:39][C:40]=1[F:41].C([O-])([O-])=O.[K+].[K+]. The catalyst is ClCCl.CN(C=O)C.O. The yield is 0.840. The product is [CH3:1][O:2][C:3]1[CH:22]=[CH:21][C:6]([CH2:7][N:8]2[CH:12]=[C:11]([C:13]3[CH:18]=[CH:17][N:16]=[C:15]([O:42][C:37]4[CH:38]=[CH:39][C:40]([F:41])=[C:35]([NH2:34])[CH:36]=4)[N:14]=3)[CH:10]=[N:9]2)=[CH:5][CH:4]=1. (3) The reactants are [F:1][C:2]([F:19])([F:18])[C:3]1[CH:4]=[C:5]([C:9](=O)[CH2:10][C:11](=O)[C:12]([F:15])([F:14])[F:13])[CH:6]=[CH:7][CH:8]=1.[NH2:20][C:21]1[C:25]([C:26]#[N:27])=[CH:24][NH:23][N:22]=1. No catalyst specified. The product is [F:1][C:2]([F:19])([F:18])[C:3]1[CH:4]=[C:5]([C:9]2[CH:10]=[C:11]([C:12]([F:15])([F:14])[F:13])[N:22]3[N:23]=[CH:24][C:25]([C:26]#[N:27])=[C:21]3[N:20]=2)[CH:6]=[CH:7][CH:8]=1. The yield is 0.420. (4) The reactants are [O:1]1[C:5]2[CH:6]=[CH:7][C:8]([C:10]3([C:13]([NH:15][C:16]4[CH:21]=[N:20][C:19](Br)=[CH:18][N:17]=4)=[O:14])[CH2:12][CH2:11]3)=[CH:9][C:4]=2[O:3][CH2:2]1.[CH3:23][O:24][C:25]1[CH:31]=[CH:30][CH:29]=[CH:28][C:26]=1[NH2:27].CC(C)([O-])C.[K+].O1CCOCC1. The catalyst is C1C=CC(P(C2C=CC=CC=2)[C-]2C=CC=C2)=CC=1.C1C=CC(P(C2C=CC=CC=2)[C-]2C=CC=C2)=CC=1.Cl[Pd]Cl.[Fe+2].CC1(C)C2C(=C(P(C3C=CC=CC=3)C3C=CC=CC=3)C=CC=2)OC2C(P(C3C=CC=CC=3)C3C=CC=CC=3)=CC=CC1=2.CCN(CC)CC. The product is [O:1]1[C:5]2[CH:6]=[CH:7][C:8]([C:10]3([C:13]([NH:15][C:16]4[CH:21]=[N:20][C:19]([NH:27][C:26]5[CH:28]=[CH:29][CH:30]=[CH:31][C:25]=5[O:24][CH3:23])=[CH:18][N:17]=4)=[O:14])[CH2:12][CH2:11]3)=[CH:9][C:4]=2[O:3][CH2:2]1. The yield is 0.390. (5) The reactants are [I:1][C:2]1[CH:7]=[CH:6][C:5]([CH2:8][OH:9])=[CH:4][CH:3]=1.[CH3:10][C:11]([Si:14](Cl)([CH3:16])[CH3:15])([CH3:13])[CH3:12].N1C=CN=C1. The catalyst is CN(C=O)C.C(Cl)Cl. The product is [C:11]([Si:14]([O:9][CH2:8][C:5]1[CH:6]=[CH:7][C:2]([I:1])=[CH:3][CH:4]=1)([CH3:16])[CH3:15])([CH3:13])([CH3:12])[CH3:10]. The yield is 0.870. (6) The reactants are Cl.[Cl:2][CH2:3][C:4]1[N:5]=[C:6]([NH2:9])[S:7][CH:8]=1.[Cl:10][C:11]1[CH:12]=[C:13]([CH:18]=[CH:19][C:20]=1[Cl:21])[CH2:14][N:15]=[C:16]=[O:17].CCN(C(C)C)C(C)C. The catalyst is ClCCl. The product is [Cl:10][C:11]1[CH:12]=[C:13]([CH:18]=[CH:19][C:20]=1[Cl:21])[CH2:14][NH:15][C:16]([NH:9][C:6]1[S:7][CH:8]=[C:4]([CH2:3][Cl:2])[N:5]=1)=[O:17]. The yield is 0.730. (7) The reactants are [NH2:1][C:2]1[CH:7]=[CH:6][C:5]([C:8]2[CH:9]=[C:10]3[C:16]([CH2:17][C:18]4[CH:23]=[CH:22][CH:21]=[C:20]([Cl:24])[CH:19]=4)=[N:15][N:14]([CH2:25][O:26][C:27](=[O:32])[C:28]([CH3:31])([CH3:30])[CH3:29])[C:11]3=[N:12][CH:13]=2)=[CH:4][C:3]=1[C:33](=[O:37])[N:34]([CH3:36])[CH3:35].[N:38]1([C:44](Cl)=[O:45])[CH2:43][CH2:42][O:41][CH2:40][CH2:39]1.C(N(C(C)C)CC)(C)C. The catalyst is C(Cl)(Cl)Cl. The product is [Cl:24][C:20]1[CH:19]=[C:18]([CH:23]=[CH:22][CH:21]=1)[CH2:17][C:16]1[C:10]2[C:11](=[N:12][CH:13]=[C:8]([C:5]3[CH:6]=[CH:7][C:2]([NH:1][C:44]([N:38]4[CH2:43][CH2:42][O:41][CH2:40][CH2:39]4)=[O:45])=[C:3]([C:33](=[O:37])[N:34]([CH3:36])[CH3:35])[CH:4]=3)[CH:9]=2)[N:14]([CH2:25][O:26][C:27](=[O:32])[C:28]([CH3:29])([CH3:30])[CH3:31])[N:15]=1. The yield is 0.490.